From a dataset of Reaction yield outcomes from USPTO patents with 853,638 reactions. Predict the reaction yield, written as a fraction of the theoretical maximum amount of product (1.0 means a 100% yield; for example, 0.34 means a 34% yield). The reactants are [C:1](=[O:4])([O-])[O-:2].[K+].[K+].O[C:8]1[C:16](C)=[CH:15][CH:14]=[CH:13][C:9]=1[C:10](O)=O.[CH3:18]I.CN(C)[CH:22]=[O:23]. No catalyst specified. The product is [CH3:18][O:2][C:1](=[O:4])[C:16]1[CH:15]=[CH:14][CH:13]=[C:9]([CH3:10])[C:8]=1[O:23][CH3:22]. The yield is 0.593.